Regression. Given a peptide amino acid sequence and an MHC pseudo amino acid sequence, predict their binding affinity value. This is MHC class I binding data. From a dataset of Peptide-MHC class I binding affinity with 185,985 pairs from IEDB/IMGT. (1) The peptide sequence is ITCKAFGLY. The MHC is HLA-A01:01 with pseudo-sequence HLA-A01:01. The binding affinity (normalized) is 0.321. (2) The peptide sequence is WMIRILIGF. The MHC is HLA-B15:01 with pseudo-sequence HLA-B15:01. The binding affinity (normalized) is 0.930. (3) The peptide sequence is RSDSSLVDE. The MHC is H-2-Db with pseudo-sequence H-2-Db. The binding affinity (normalized) is 0. (4) The peptide sequence is RPPLNRNYV. The MHC is HLA-B53:01 with pseudo-sequence HLA-B53:01. The binding affinity (normalized) is 0.